Regression. Given two drug SMILES strings and cell line genomic features, predict the synergy score measuring deviation from expected non-interaction effect. From a dataset of NCI-60 drug combinations with 297,098 pairs across 59 cell lines. Drug 1: C1=CC=C(C=C1)NC(=O)CCCCCCC(=O)NO. Drug 2: CCC1(CC2CC(C3=C(CCN(C2)C1)C4=CC=CC=C4N3)(C5=C(C=C6C(=C5)C78CCN9C7C(C=CC9)(C(C(C8N6C)(C(=O)OC)O)OC(=O)C)CC)OC)C(=O)OC)O.OS(=O)(=O)O. Cell line: MCF7. Synergy scores: CSS=0.787, Synergy_ZIP=5.79, Synergy_Bliss=1.05, Synergy_Loewe=-0.121, Synergy_HSA=0.172.